Dataset: Full USPTO retrosynthesis dataset with 1.9M reactions from patents (1976-2016). Task: Predict the reactants needed to synthesize the given product. (1) Given the product [C:21]([O:25][C:26]([NH:28][C@H:29]([C:33]1[CH:34]=[CH:35][C:36]([NH:62][C:58](=[O:57])[CH2:1][O:5][CH3:6])=[CH:37][CH:38]=1)[C:30]([OH:32])=[O:31])=[O:27])([CH3:22])([CH3:23])[CH3:24], predict the reactants needed to synthesize it. The reactants are: [C:1]([O:5][C:6](N[C@@H](CC1C=CC(C)=CC=1)C(O)=O)=O)(C)(C)C.[C:21]([O:25][C:26]([NH:28][C@H:29]([C:33]1[CH:38]=[CH:37][C:36](OC[C@H]2COC(C)(C)O2)=[CH:35][CH:34]=1)[C:30]([OH:32])=[O:31])=[O:27])([CH3:24])([CH3:23])[CH3:22].N1([O:57][C:58]([N:62](C)C)=[N+](C)C)C2C=CC=CC=2N=N1.C(OC(N[C@H](C1C=CC(OCC(OC)OCC)=CC=1)C(O)=O)=O)(C)(C)C.C(NC1C=CC([C@@](C(OC(C)(C)C)=O)(N)C(O)=O)=CC=1)(=O)C.COCC(Cl)=O. (2) Given the product [O:1]1[CH2:6][CH2:5][N:4]([CH2:7][CH2:8][C@@H:9]([NH:18][C:19]2[CH:24]=[CH:23][C:22]([S:25]([NH2:28])(=[O:26])=[O:27])=[CH:21][C:20]=2[S:29]([C:32]([F:35])([F:33])[F:34])(=[O:31])=[O:30])[CH2:10][S:11][C:12]2[CH:13]=[CH:14][CH:15]=[CH:16][CH:17]=2)[CH2:3][CH2:2]1, predict the reactants needed to synthesize it. The reactants are: [O:1]1[CH2:6][CH2:5][N:4]([C:7](=O)[CH2:8][C@@H:9]([NH:18][C:19]2[CH:24]=[CH:23][C:22]([S:25]([NH2:28])(=[O:27])=[O:26])=[CH:21][C:20]=2[S:29]([C:32]([F:35])([F:34])[F:33])(=[O:31])=[O:30])[CH2:10][S:11][C:12]2[CH:17]=[CH:16][CH:15]=[CH:14][CH:13]=2)[CH2:3][CH2:2]1.B.C1COCC1.Cl.C([O-])([O-])=O.[Na+].[Na+]. (3) Given the product [C:14]([C:18]1[CH:19]=[CH:20][C:21]([C:22]([NH:13][C:11]2[N:12]=[C:7]3[CH:6]=[CH:5][C:4]4[O:3][CH2:2][CH2:1][C:9]=4[N:8]3[CH:10]=2)=[O:23])=[CH:25][CH:26]=1)([CH3:17])([CH3:15])[CH3:16], predict the reactants needed to synthesize it. The reactants are: [CH2:1]1[C:9]2[N:8]3[CH:10]=[C:11]([NH2:13])[N:12]=[C:7]3[CH:6]=[CH:5][C:4]=2[O:3][CH2:2]1.[C:14]([C:18]1[CH:26]=[CH:25][C:21]([C:22](Cl)=[O:23])=[CH:20][CH:19]=1)([CH3:17])([CH3:16])[CH3:15].C(N(CC)CC)C. (4) Given the product [Cl:28][C:25]1[CH:26]=[CH:27][C:22]([N:15]2[CH2:16][CH2:17][CH2:18][CH2:19][CH2:20][C@H:14]2[C:12]([OH:13])=[O:30])=[CH:23][CH:24]=1, predict the reactants needed to synthesize it. The reactants are: Cl.C(C1ON=C(N[C:12]([C@@H:14]2[CH2:20][CH2:19][CH2:18][CH2:17][CH2:16][NH:15]2)=[O:13])C=1)(C)(C)C.Br[C:22]1[CH:27]=[CH:26][C:25]([Cl:28])=[CH:24][CH:23]=1.C(=O)([O-])[O-:30].[K+].[K+]. (5) Given the product [NH2:15][C:16]1[S:20][C:19]2[CH:21]=[CH:22][CH:23]=[CH:24][C:18]=2[C:17]=1[C:25]([N:12]1[CH2:13][CH2:14][C:6]2([N:5]=[C:4]([CH2:3][S:2][CH3:1])[NH:8][C:7]2=[O:9])[CH2:10][CH2:11]1)=[O:26], predict the reactants needed to synthesize it. The reactants are: [CH3:1][S:2][CH2:3][C:4]1[NH:8][C:7](=[O:9])[C:6]2([CH2:14][CH2:13][NH:12][CH2:11][CH2:10]2)[N:5]=1.[NH2:15][C:16]1[S:20][C:19]2[CH:21]=[CH:22][CH:23]=[CH:24][C:18]=2[C:17]=1[C:25](O)=[O:26].C(Cl)CCl.C1C=CC2N(O)N=NC=2C=1.CCN(CC)CC. (6) Given the product [Si:11]([O:1][C:2]1[CH:3]=[C:4]2[C:8](=[CH:9][CH:10]=1)[NH:7][N:6]=[CH:5]2)([C:14]([CH3:17])([CH3:16])[CH3:15])([CH3:13])[CH3:12], predict the reactants needed to synthesize it. The reactants are: [OH:1][C:2]1[CH:3]=[C:4]2[C:8](=[CH:9][CH:10]=1)[NH:7][N:6]=[CH:5]2.[Si:11](Cl)([C:14]([CH3:17])([CH3:16])[CH3:15])([CH3:13])[CH3:12].N1C=CN=C1.C(O)(=O)CC(CC(O)=O)(C(O)=O)O. (7) Given the product [CH3:13][O:12][C:9]1[CH:10]=[C:11]2[C:6](=[CH:7][C:8]=1[O:14][CH2:15][CH:16]([N:17]1[CH2:22][CH2:21][CH2:20][CH2:19][CH2:18]1)[CH3:23])[N:5]=[CH:4][N:3]=[C:2]2[O:29][C:30]1[CH:31]=[C:32]2[C:36](=[CH:37][CH:38]=1)[N:35]([CH3:39])[CH:34]=[CH:33]2, predict the reactants needed to synthesize it. The reactants are: Cl[C:2]1[C:11]2[C:6](=[CH:7][C:8]([O:14][CH2:15][CH2:16][N:17]3[CH2:22][CH2:21][CH2:20][CH2:19][CH2:18]3)=[C:9]([O:12][CH3:13])[CH:10]=2)[N:5]=[CH:4][N:3]=1.[C:23](=O)([O-])[O-].[K+].[K+].[OH:29][C:30]1[CH:31]=[C:32]2[C:36](=[CH:37][CH:38]=1)[N:35]([CH3:39])[CH:34]=[CH:33]2. (8) Given the product [C:1]([O:5][C:6]([N:8]1[CH2:16][C:15]2[C:10](=[CH:11][C:12]([N:19]3[CH2:24][CH2:23][O:22][CH2:21][CH2:20]3)=[C:13]([F:17])[CH:14]=2)[CH2:9]1)=[O:7])([CH3:4])([CH3:3])[CH3:2], predict the reactants needed to synthesize it. The reactants are: [C:1]([O:5][C:6]([N:8]1[CH2:16][C:15]2[C:10](=[CH:11][C:12](I)=[C:13]([F:17])[CH:14]=2)[CH2:9]1)=[O:7])([CH3:4])([CH3:3])[CH3:2].[NH:19]1[CH2:24][CH2:23][O:22][CH2:21][CH2:20]1.